This data is from hERG Central: cardiac toxicity at 1µM, 10µM, and general inhibition. The task is: Predict hERG channel inhibition at various concentrations. The drug is Cc1ccc(C(=O)N/C(=C\c2ccccc2)C(=O)NCc2cccnc2)cc1. Results: hERG_inhib (hERG inhibition (general)): blocker.